This data is from Peptide-MHC class I binding affinity with 185,985 pairs from IEDB/IMGT. The task is: Regression. Given a peptide amino acid sequence and an MHC pseudo amino acid sequence, predict their binding affinity value. This is MHC class I binding data. (1) The peptide sequence is RPRQRGIPF. The MHC is HLA-A01:01 with pseudo-sequence HLA-A01:01. The binding affinity (normalized) is 0.0847. (2) The peptide sequence is VFAVLSIVNR. The MHC is HLA-B08:01 with pseudo-sequence HLA-B08:01. The binding affinity (normalized) is 0.115. (3) The MHC is HLA-A02:01 with pseudo-sequence HLA-A02:01. The binding affinity (normalized) is 0.0847. The peptide sequence is FEADPLSPQ. (4) The peptide sequence is ILGAFVLL. The MHC is H-2-Kb with pseudo-sequence H-2-Kb. The binding affinity (normalized) is 0.118. (5) The peptide sequence is RYTRRISLF. The MHC is HLA-B15:17 with pseudo-sequence HLA-B15:17. The binding affinity (normalized) is 0.487. (6) The peptide sequence is YQNEVTPEY. The MHC is HLA-B08:01 with pseudo-sequence HLA-B08:01. The binding affinity (normalized) is 0.0847. (7) The peptide sequence is HLLCQAFSV. The MHC is HLA-A80:01 with pseudo-sequence HLA-A80:01. The binding affinity (normalized) is 0.0847. (8) The binding affinity (normalized) is 0.0847. The peptide sequence is RRGKANKPR. The MHC is HLA-B15:01 with pseudo-sequence HLA-B15:01.